From a dataset of Reaction yield outcomes from USPTO patents with 853,638 reactions. Predict the reaction yield, written as a fraction of the theoretical maximum amount of product (1.0 means a 100% yield; for example, 0.34 means a 34% yield). The reactants are [N:1]([CH2:4][CH2:5][O:6][C@@H:7]([C:21]1[CH:26]=[CH:25][CH:24]=[C:23]([F:27])[C:22]=1[C:28]1[CH:33]=[CH:32][CH:31]=[C:30]([CH3:34])[CH:29]=1)[C@@H:8]1[O:13][CH2:12][CH2:11][N:10]([C:14]([O:16][C:17]([CH3:20])([CH3:19])[CH3:18])=[O:15])[CH2:9]1)=[N+]=[N-].[H][H]. The catalyst is CCOC(C)=O.[Pd]. The product is [NH2:1][CH2:4][CH2:5][O:6][C@@H:7]([C:21]1[CH:26]=[CH:25][CH:24]=[C:23]([F:27])[C:22]=1[C:28]1[CH:33]=[CH:32][CH:31]=[C:30]([CH3:34])[CH:29]=1)[C@@H:8]1[O:13][CH2:12][CH2:11][N:10]([C:14]([O:16][C:17]([CH3:20])([CH3:19])[CH3:18])=[O:15])[CH2:9]1. The yield is 1.00.